Predict the reactants needed to synthesize the given product. From a dataset of Full USPTO retrosynthesis dataset with 1.9M reactions from patents (1976-2016). Given the product [CH3:1][C:2]1[C:6]([C:7]2[C:8]([C:15]3[CH:20]=[CH:19][C:18]([OH:21])=[CH:17][CH:16]=3)=[N:9][N:10]([CH3:14])[C:11]=2[CH2:12][OH:13])=[C:5]([CH3:23])[O:4][N:3]=1, predict the reactants needed to synthesize it. The reactants are: [CH3:1][C:2]1[C:6]([C:7]2[C:8]([C:15]3[CH:20]=[CH:19][C:18]([O:21]C)=[CH:17][CH:16]=3)=[N:9][N:10]([CH3:14])[C:11]=2[CH:12]=[O:13])=[C:5]([CH3:23])[O:4][N:3]=1.[Li+].[BH4-].B(F)(F)F.